Dataset: Full USPTO retrosynthesis dataset with 1.9M reactions from patents (1976-2016). Task: Predict the reactants needed to synthesize the given product. The reactants are: [F:1][C:2]1[CH:3]=[CH:4][C:5]([OH:11])=[C:6]([C:8](=O)[CH3:9])[CH:7]=1.Cl[CH2:13][C:14]([N:16]([O:18][CH3:19])[CH3:17])=[O:15].[I-].[Na+].C(=O)([O-])[O-].[K+].[K+].Cl.N12CCCN=C1CCCCC2. Given the product [F:1][C:2]1[CH:3]=[CH:4][C:5]2[O:11][C:13]([C:14]([N:16]([O:18][CH3:19])[CH3:17])=[O:15])=[C:8]([CH3:9])[C:6]=2[CH:7]=1, predict the reactants needed to synthesize it.